Dataset: CYP2C19 inhibition data for predicting drug metabolism from PubChem BioAssay. Task: Regression/Classification. Given a drug SMILES string, predict its absorption, distribution, metabolism, or excretion properties. Task type varies by dataset: regression for continuous measurements (e.g., permeability, clearance, half-life) or binary classification for categorical outcomes (e.g., BBB penetration, CYP inhibition). Dataset: cyp2c19_veith. (1) The drug is O=[N+]([O-])c1cc(-c2ccc([As](=O)(O)O)cc2)ccc1[As](=O)(O)O. The result is 0 (non-inhibitor). (2) The molecule is NCCCCCCCCCCNS(=O)(=O)c1cccc2c(Cl)cccc12. The result is 1 (inhibitor). (3) The compound is Cc1cc(=Nc2ccc3c(c2)c(N)cc(C)[n+]3C)nc(N)n1C. The result is 0 (non-inhibitor). (4) The drug is Cc1nccn1C[C@@H]1CCc2c(c3ccccc3n2C)C1=O. The result is 0 (non-inhibitor). (5) The compound is CCc1cccc(CC)c1-n1c(SCc2cc(=O)n3ccsc3n2)nnc1-c1cccnc1. The result is 1 (inhibitor). (6) The molecule is C=CCn1c(SCc2ccc(C#N)cc2)nnc1-c1ccc(C)cc1. The result is 1 (inhibitor). (7) The compound is CCOC(=O)C1=C(O)/C(=C/c2cc(OC)c(OC)c(OC)c2)N=C1C. The result is 0 (non-inhibitor). (8) The drug is CC(C)Cn1c(SCC(=O)c2c(N)n(C)c(=O)n(C)c2=O)nc2ccccc21. The result is 1 (inhibitor). (9) The drug is CN1CC[C@H](CN2c3ccccc3Sc3ccccc32)C1. The result is 0 (non-inhibitor). (10) The drug is COc1ccc(N(Cc2c(C(F)(F)F)nn(C)c2Cl)S(=O)(=O)c2ccc(C)cc2)cc1. The result is 1 (inhibitor).